Predict the product of the given reaction. From a dataset of Forward reaction prediction with 1.9M reactions from USPTO patents (1976-2016). (1) Given the reactants [CH2:1]([O:8][C:9]([N:11]([CH2:32][C:33]([N:35]1[CH2:39][C@@H:38]([F:40])[CH2:37][C@H:36]1[C:41]#[N:42])=[O:34])[C:12]12[CH2:19][CH2:18][C:15]([C:20](ON3C4C=CC=CC=4N=N3)=[O:21])([CH2:16][CH2:17]1)[CH2:14][CH2:13]2)=[O:10])[C:2]1[CH:7]=[CH:6][CH:5]=[CH:4][CH:3]=1.[CH:43]1([NH2:46])[CH2:45][CH2:44]1, predict the reaction product. The product is: [CH2:1]([O:8][C:9]([N:11]([CH2:32][C:33]([N:35]1[CH2:39][C@@H:38]([F:40])[CH2:37][C@H:36]1[C:41]#[N:42])=[O:34])[C:12]12[CH2:17][CH2:16][C:15]([C:20]([NH:46][CH:43]3[CH2:45][CH2:44]3)=[O:21])([CH2:18][CH2:19]1)[CH2:14][CH2:13]2)=[O:10])[C:2]1[CH:7]=[CH:6][CH:5]=[CH:4][CH:3]=1. (2) Given the reactants C[C:2]1[N:3]=[CH:4][C:5]([C:8](O)=O)=[N:6][CH:7]=1.C([N:14]([CH:17](C)C)CC)(C)C.C1(P(N=[N+]=[N-])(C2C=CC=CC=2)=[O:27])C=CC=CC=1.[CH2:37]([OH:44])[C:38]1[CH:43]=[CH:42][CH:41]=[CH:40][CH:39]=1.[OH-].[Na+], predict the reaction product. The product is: [CH3:8][C:5]1[N:6]=[CH:7][C:2]([NH:14][C:17](=[O:27])[O:44][CH2:37][C:38]2[CH:43]=[CH:42][CH:41]=[CH:40][CH:39]=2)=[N:3][CH:4]=1. (3) Given the reactants [OH:1][C:2]1[C:3]([C:8]([O:10][CH3:11])=[O:9])=[N:4][CH:5]=[CH:6][CH:7]=1.C(N(CC)CC)C.[F:19][C:20]([F:26])([F:25])[S:21](Cl)(=[O:23])=[O:22], predict the reaction product. The product is: [F:19][C:20]([F:26])([F:25])[S:21]([O:1][C:2]1[C:3]([C:8]([O:10][CH3:11])=[O:9])=[N:4][CH:5]=[CH:6][CH:7]=1)(=[O:23])=[O:22]. (4) Given the reactants [C:1]1(=O)[CH2:6][CH2:5][CH2:4][CH2:3][CH2:2]1.[CH2:8]([NH2:15])[C:9]1[CH:14]=[CH:13][CH:12]=[CH:11][CH:10]=1.[Cl:16][C:17]1[CH:22]=[C:21]([CH3:23])[C:20]([CH2:24][C:25]([OH:27])=O)=[C:19]([CH3:28])[CH:18]=1.[N+:29]([C:31]1[CH:36]=[CH:35][CH:34]=[CH:33][CH:32]=1)#[C-:30].C[OH:38], predict the reaction product. The product is: [CH2:8]([N:15]([C:25](=[O:27])[CH2:24][C:20]1[C:19]([CH3:28])=[CH:18][C:17]([Cl:16])=[CH:22][C:21]=1[CH3:23])[C:1]1([C:30]([NH:29][C:31]2[CH:36]=[CH:35][CH:34]=[CH:33][CH:32]=2)=[O:38])[CH2:6][CH2:5][CH2:4][CH2:3][CH2:2]1)[C:9]1[CH:14]=[CH:13][CH:12]=[CH:11][CH:10]=1.